From a dataset of Catalyst prediction with 721,799 reactions and 888 catalyst types from USPTO. Predict which catalyst facilitates the given reaction. Reactant: [C:1]([O:5][C:6]([N:8]1[CH2:15][CH:14]2[CH:10]([CH2:11][NH:12][CH2:13]2)[CH2:9]1)=[O:7])([CH3:4])([CH3:3])[CH3:2].[CH3:16][C:17]1([CH3:25])[C:19]([CH3:21])([CH3:20])[CH:18]1[C:22](O)=[O:23].C(N(CC)CC)C.F[P-](F)(F)(F)(F)F.N1(OC(N(C)C)=[N+](C)C)C2C=CC=CC=2N=N1. Product: [C:1]([O:5][C:6]([N:8]1[CH2:9][CH:10]2[CH:14]([CH2:13][N:12]([C:22]([CH:18]3[C:19]([CH3:21])([CH3:20])[C:17]3([CH3:25])[CH3:16])=[O:23])[CH2:11]2)[CH2:15]1)=[O:7])([CH3:4])([CH3:2])[CH3:3]. The catalyst class is: 526.